Dataset: Full USPTO retrosynthesis dataset with 1.9M reactions from patents (1976-2016). Task: Predict the reactants needed to synthesize the given product. (1) Given the product [CH2:36]([O:38][C:39]([C:41]1([C:44]2[CH:49]=[C:48]([C:16]3[CH:15]=[CH:14][C:13]([C@@H:11]([N:7]4[CH2:6][CH2:5][C@:4]([CH2:3][C:2]([OH:1])([CH3:34])[CH3:35])([C:28]5[CH:33]=[CH:32][CH:31]=[CH:30][CH:29]=5)[O:9][C:8]4=[O:10])[CH3:12])=[CH:18][CH:17]=3)[CH:47]=[CH:46][N:45]=2)[CH2:43][CH2:42]1)=[O:40])[CH3:37], predict the reactants needed to synthesize it. The reactants are: [OH:1][C:2]([CH3:35])([CH3:34])[CH2:3][C@@:4]1([C:28]2[CH:33]=[CH:32][CH:31]=[CH:30][CH:29]=2)[O:9][C:8](=[O:10])[N:7]([C@H:11]([C:13]2[CH:18]=[CH:17][C:16](B3OC(C)(C)C(C)(C)O3)=[CH:15][CH:14]=2)[CH3:12])[CH2:6][CH2:5]1.[CH2:36]([O:38][C:39]([C:41]1([C:44]2[CH:49]=[C:48](Br)[CH:47]=[CH:46][N:45]=2)[CH2:43][CH2:42]1)=[O:40])[CH3:37]. (2) Given the product [OH:13][C:14]([CH3:52])([CH3:53])[CH2:15][O:16][C@H:17]1[CH2:22][CH2:21][C@H:20]([N:23]2[C:28](=[O:29])[C:27]([CH2:30][C:31]3[CH:36]=[CH:35][C:34]([C:37]4[CH:42]=[CH:41][CH:40]=[CH:39][C:38]=4[C:43]4[NH:3][C:4](=[O:7])[O:5][N:44]=4)=[CH:33][CH:32]=3)=[C:26]([CH2:45][CH2:46][CH3:47])[N:25]3[N:48]=[C:49]([CH3:51])[N:50]=[C:24]23)[CH2:19][CH2:18]1, predict the reactants needed to synthesize it. The reactants are: [Cl-].O[NH3+:3].[C:4](=[O:7])([O-])[OH:5].[Na+].CS(C)=O.[OH:13][C:14]([CH3:53])([CH3:52])[CH2:15][O:16][C@H:17]1[CH2:22][CH2:21][C@H:20]([N:23]2[C:28](=[O:29])[C:27]([CH2:30][C:31]3[CH:36]=[CH:35][C:34]([C:37]4[C:38]([C:43]#[N:44])=[CH:39][CH:40]=[CH:41][CH:42]=4)=[CH:33][CH:32]=3)=[C:26]([CH2:45][CH2:46][CH3:47])[N:25]3[N:48]=[C:49]([CH3:51])[N:50]=[C:24]23)[CH2:19][CH2:18]1. (3) Given the product [F:24][C:23]([F:26])([F:25])[C:11]([N:8]1[CH2:9][CH2:10][C@@H:6]([CH2:5][C:4]2[CH:18]=[CH:19][CH:20]=[C:2]([F:1])[CH:3]=2)[CH2:7]1)=[O:12], predict the reactants needed to synthesize it. The reactants are: [F:1][C:2]1[CH:3]=[C:4]([CH:18]=[CH:19][CH:20]=1)[CH2:5][C@@H:6]1[CH2:10][CH2:9][N:8]([C:11](OC(C)(C)C)=[O:12])[CH2:7]1.C(O)([C:23]([F:26])([F:25])[F:24])=O. (4) Given the product [C:1]1([CH:7]([C:31]2[CH:36]=[CH:35][CH:34]=[CH:33][CH:32]=2)[C:8]2[CH:9]=[CH:10][C:11](=[O:30])[N:12]([CH2:14][CH2:15][CH2:16][C:17]3[CH:18]=[C:19]([CH:27]=[CH:28][CH:29]=3)[O:20][CH2:21][CH2:22][C:23]([OH:25])=[O:24])[CH:13]=2)[CH:2]=[CH:3][CH:4]=[CH:5][CH:6]=1, predict the reactants needed to synthesize it. The reactants are: [C:1]1([CH:7]([C:31]2[CH:36]=[CH:35][CH:34]=[CH:33][CH:32]=2)[C:8]2[CH:9]=[CH:10][C:11](=[O:30])[N:12]([CH2:14][CH2:15][CH2:16][C:17]3[CH:18]=[C:19]([CH:27]=[CH:28][CH:29]=3)[O:20][CH2:21][CH2:22][C:23]([O:25]C)=[O:24])[CH:13]=2)[CH:6]=[CH:5][CH:4]=[CH:3][CH:2]=1.[OH-].[Na+].Cl. (5) The reactants are: C([O:4][CH2:5][C:6]([NH:8][CH:9]([C:31]1[CH:36]=[CH:35][N:34]=[CH:33][CH:32]=1)[S:10][C:11]1[C:16]([C:17]([NH:19][C:20]2[CH:25]=[CH:24][C:23]([O:26][C:27]([F:30])([F:29])[F:28])=[CH:22][CH:21]=2)=[O:18])=[CH:15][CH:14]=[CH:13][N:12]=1)=[O:7])(=O)C. Given the product [OH:4][CH2:5][C:6]([NH:8][CH:9]([C:31]1[CH:32]=[CH:33][N:34]=[CH:35][CH:36]=1)[S:10][C:11]1[C:16]([C:17]([NH:19][C:20]2[CH:21]=[CH:22][C:23]([O:26][C:27]([F:28])([F:29])[F:30])=[CH:24][CH:25]=2)=[O:18])=[CH:15][CH:14]=[CH:13][N:12]=1)=[O:7], predict the reactants needed to synthesize it. (6) Given the product [CH2:20]([C@@H:15]1[C@@H:14]([CH:12]([CH3:13])[CH3:11])[CH2:19][O:18][C:16]1=[O:17])[C:21]1[CH:26]=[CH:25][CH:24]=[CH:23][CH:22]=1, predict the reactants needed to synthesize it. The reactants are: C[Si]([N-][Si](C)(C)C)(C)C.[Li+].[CH3:11][CH:12]([C@H:14]1[CH2:19][O:18][C:16](=[O:17])[CH2:15]1)[CH3:13].[CH2:20](I)[C:21]1[CH:26]=[CH:25][CH:24]=[CH:23][CH:22]=1. (7) Given the product [Cl:1][C:2]1[CH:3]=[C:4]([CH:18]=[CH:19][C:20]=1[O:21][CH3:22])[CH2:5][NH:6][C:7]1[C:12]([C:13]([O:15][CH3:23])=[O:14])=[C:11]([Cl:16])[N:10]=[C:9]([Cl:17])[N:8]=1, predict the reactants needed to synthesize it. The reactants are: [Cl:1][C:2]1[CH:3]=[C:4]([CH:18]=[CH:19][C:20]=1[O:21][CH3:22])[CH2:5][NH:6][C:7]1[C:12]([C:13]([OH:15])=[O:14])=[C:11]([Cl:16])[N:10]=[C:9]([Cl:17])[N:8]=1.[C:23](=O)([O-])O.[Na+].CI.C(OC(C)C)(C)C. (8) Given the product [N+:1]([O-:4])([O-:3])=[O:2].[Cu+2:5].[N+:6]([O-:9])([O-:8])=[O:7].[N+:18]([C:21]1[C:22]([N+:31]([O-:33])=[O:32])=[C:23]([OH:30])[C:24](=[CH:28][CH:29]=1)[C:25]([OH:27])=[O:26])([O-:20])=[O:19].[NH4+:10], predict the reactants needed to synthesize it. The reactants are: [N+:1]([O-:4])([O-:3])=[O:2].[Cu+2:5].[N+:6]([O-:9])([O-:8])=[O:7].[N+:10]([O-])(O)=O.NC(N)=N.[N+:18]([C:21]1[C:22]([N+:31]([O-:33])=[O:32])=[C:23]([OH:30])[C:24](=[CH:28][CH:29]=1)[C:25]([OH:27])=[O:26])([O-:20])=[O:19]. (9) The reactants are: [C:1]([CH:3]1[CH2:8][CH2:7][N:6]([C:9]([O:11][CH2:12][C:13]2[CH:18]=[CH:17][CH:16]=[CH:15][CH:14]=2)=[O:10])[CH2:5][CH2:4]1)#[N:2].CCCC.I[Si:24]([C:27]([CH3:30])([CH3:29])[CH3:28])([CH3:26])[CH3:25].[Li+].C[Si]([N-][Si](C)(C)C)(C)C.[CH2:41]1[CH2:45][O:44][CH2:43][CH2:42]1. Given the product [Si:24]([O:44][CH2:43][CH2:42][CH2:41][CH2:45][C:3]1([C:1]#[N:2])[CH2:8][CH2:7][N:6]([C:9]([O:11][CH2:12][C:13]2[CH:14]=[CH:15][CH:16]=[CH:17][CH:18]=2)=[O:10])[CH2:5][CH2:4]1)([C:27]([CH3:30])([CH3:29])[CH3:28])([CH3:26])[CH3:25], predict the reactants needed to synthesize it.